This data is from Reaction yield outcomes from USPTO patents with 853,638 reactions. The task is: Predict the reaction yield, written as a fraction of the theoretical maximum amount of product (1.0 means a 100% yield; for example, 0.34 means a 34% yield). The product is [Cl:1][C:2]1[C:3]([C:10]([O:12][CH3:13])=[O:11])=[N:4][CH:5]=[C:6]([CH2:8][O:9][Si:21]([C:24]([CH3:27])([CH3:26])[CH3:25])([CH3:23])[CH3:22])[CH:7]=1. The reactants are [Cl:1][C:2]1[C:3]([C:10]([O:12][CH3:13])=[O:11])=[N:4][CH:5]=[C:6]([CH2:8][OH:9])[CH:7]=1.CCN(CC)CC.[Si:21](Cl)([C:24]([CH3:27])([CH3:26])[CH3:25])([CH3:23])[CH3:22]. The catalyst is CN(C=O)C.CC(OC)(C)C. The yield is 0.840.